Predict the reactants needed to synthesize the given product. From a dataset of Full USPTO retrosynthesis dataset with 1.9M reactions from patents (1976-2016). (1) Given the product [F:43][C:40]1[CH:39]=[N:38][C:37]([C:16]2[CH:17]=[CH:18][C:13]([C@@H:11]([N:7]3[CH2:6][CH2:5][C@:4]([CH2:3][C:2]([OH:1])([CH3:34])[CH3:35])([C:28]4[CH:33]=[CH:32][CH:31]=[CH:30][CH:29]=4)[O:9][C:8]3=[O:10])[CH3:12])=[CH:14][CH:15]=2)=[N:42][CH:41]=1, predict the reactants needed to synthesize it. The reactants are: [OH:1][C:2]([CH3:35])([CH3:34])[CH2:3][C@@:4]1([C:28]2[CH:33]=[CH:32][CH:31]=[CH:30][CH:29]=2)[O:9][C:8](=[O:10])[N:7]([C@H:11]([C:13]2[CH:18]=[CH:17][C:16](B3OC(C)(C)C(C)(C)O3)=[CH:15][CH:14]=2)[CH3:12])[CH2:6][CH2:5]1.Cl[C:37]1[N:42]=[CH:41][C:40]([F:43])=[CH:39][N:38]=1. (2) Given the product [F:17][C:14]([F:15])([F:16])[C:13](=[O:18])[CH:12]=[CH:11][C:4]1[CH:5]=[CH:6][C:1]([CH3:7])=[CH:2][CH:3]=1, predict the reactants needed to synthesize it. The reactants are: [C:1]1([CH3:7])[CH:6]=[CH:5][CH:4]=[CH:3][CH:2]=1.C(O[CH:11]=[CH:12][C:13](=[O:18])[C:14]([F:17])([F:16])[F:15])C. (3) Given the product [CH2:25]([O:24][C:22]([C:21]1[CH:27]=[C:17]([N:7]2[CH2:6][C@@H:5]3[CH2:1][N:2]([C:9]([O:11][C:12]([CH3:15])([CH3:14])[CH3:13])=[O:10])[CH2:3][C@@H:4]3[CH2:8]2)[CH:18]=[N:19][CH:20]=1)=[O:23])[CH3:26], predict the reactants needed to synthesize it. The reactants are: [CH2:1]1[C@@H:5]2[CH2:6][NH:7][CH2:8][C@@H:4]2[CH2:3][N:2]1[C:9]([O:11][C:12]([CH3:15])([CH3:14])[CH3:13])=[O:10].Br[C:17]1[CH:18]=[N:19][CH:20]=[C:21]([CH:27]=1)[C:22]([O:24][CH2:25][CH3:26])=[O:23].C(=O)([O-])[O-].[Cs+].[Cs+]. (4) Given the product [CH3:23][O:22][C:15]1[CH:14]=[C:13]([CH:18]=[CH:17][C:16]=1[N+:19]([O-:21])=[O:20])[C:11]([C:4]1[N:5]2[CH:10]=[CH:9][CH:8]=[CH:7][C:6]2=[C:2]([C:24]#[N:25])[N:3]=1)=[O:12], predict the reactants needed to synthesize it. The reactants are: Br[C:2]1[N:3]=[C:4]([C:11]([C:13]2[CH:18]=[CH:17][C:16]([N+:19]([O-:21])=[O:20])=[C:15]([O:22][CH3:23])[CH:14]=2)=[O:12])[N:5]2[CH:10]=[CH:9][CH:8]=[CH:7][C:6]=12.[CH3:24][N:25](C)C=O. (5) The reactants are: [C:1]([C:3]1[C:4](F)=[C:5]([F:22])[CH:6]=[C:7]2[C:12]=1[N:11]([CH:13]1[CH2:15][CH2:14]1)[C:10]([C:16]([O:18][CH2:19][CH3:20])=[O:17])=[CH:9][C:8]2=[O:21])#[N:2].Cl.Cl.[NH2:26][CH2:27][C:28]12[CH2:35][NH:34][CH2:33][CH:32]1[CH2:31][CH2:30][O:29]2.C(N(CC)CC)C. Given the product [NH2:26][CH2:27][C:28]12[CH2:35][N:34]([C:4]3[C:3]([C:1]#[N:2])=[C:12]4[C:7]([C:8](=[O:21])[CH:9]=[C:10]([C:16]([O:18][CH2:19][CH3:20])=[O:17])[N:11]4[CH:13]4[CH2:15][CH2:14]4)=[CH:6][C:5]=3[F:22])[CH2:33][CH:32]1[CH2:31][CH2:30][O:29]2, predict the reactants needed to synthesize it.